This data is from NCI-60 drug combinations with 297,098 pairs across 59 cell lines. The task is: Regression. Given two drug SMILES strings and cell line genomic features, predict the synergy score measuring deviation from expected non-interaction effect. (1) Drug 1: C(=O)(N)NO. Drug 2: CN(CCCl)CCCl.Cl. Cell line: UACC-257. Synergy scores: CSS=7.18, Synergy_ZIP=-2.28, Synergy_Bliss=-0.341, Synergy_Loewe=-9.49, Synergy_HSA=-0.963. (2) Drug 1: C1CN1P(=S)(N2CC2)N3CC3. Drug 2: CCCCCOC(=O)NC1=NC(=O)N(C=C1F)C2C(C(C(O2)C)O)O. Cell line: NCI-H522. Synergy scores: CSS=2.23, Synergy_ZIP=-0.580, Synergy_Bliss=3.67, Synergy_Loewe=-1.39, Synergy_HSA=1.55. (3) Cell line: HOP-62. Drug 1: CCCS(=O)(=O)NC1=C(C(=C(C=C1)F)C(=O)C2=CNC3=C2C=C(C=N3)C4=CC=C(C=C4)Cl)F. Synergy scores: CSS=0.528, Synergy_ZIP=-0.248, Synergy_Bliss=-0.218, Synergy_Loewe=-3.39, Synergy_HSA=-2.00. Drug 2: CC1CCCC2(C(O2)CC(NC(=O)CC(C(C(=O)C(C1O)C)(C)C)O)C(=CC3=CSC(=N3)C)C)C. (4) Drug 1: C1CC(=O)NC(=O)C1N2CC3=C(C2=O)C=CC=C3N. Drug 2: C1=CN(C=N1)CC(O)(P(=O)(O)O)P(=O)(O)O. Cell line: EKVX. Synergy scores: CSS=6.89, Synergy_ZIP=-1.86, Synergy_Bliss=1.60, Synergy_Loewe=3.15, Synergy_HSA=2.09. (5) Drug 1: CS(=O)(=O)C1=CC(=C(C=C1)C(=O)NC2=CC(=C(C=C2)Cl)C3=CC=CC=N3)Cl. Drug 2: CCCCC(=O)OCC(=O)C1(CC(C2=C(C1)C(=C3C(=C2O)C(=O)C4=C(C3=O)C=CC=C4OC)O)OC5CC(C(C(O5)C)O)NC(=O)C(F)(F)F)O. Cell line: MOLT-4. Synergy scores: CSS=21.3, Synergy_ZIP=5.29, Synergy_Bliss=7.28, Synergy_Loewe=1.92, Synergy_HSA=7.07. (6) Drug 1: CN1CCC(CC1)COC2=C(C=C3C(=C2)N=CN=C3NC4=C(C=C(C=C4)Br)F)OC. Drug 2: CCC1=CC2CC(C3=C(CN(C2)C1)C4=CC=CC=C4N3)(C5=C(C=C6C(=C5)C78CCN9C7C(C=CC9)(C(C(C8N6C)(C(=O)OC)O)OC(=O)C)CC)OC)C(=O)OC.C(C(C(=O)O)O)(C(=O)O)O. Cell line: KM12. Synergy scores: CSS=60.3, Synergy_ZIP=19.1, Synergy_Bliss=14.5, Synergy_Loewe=-14.8, Synergy_HSA=12.4.